This data is from Forward reaction prediction with 1.9M reactions from USPTO patents (1976-2016). The task is: Predict the product of the given reaction. (1) Given the reactants Cl[C:2]1[C:3](=[O:21])[O:4][C:5]([CH:16]2[CH2:20][CH2:19][CH2:18][CH2:17]2)([CH2:9][CH2:10][CH:11]2[CH2:15][CH2:14][CH2:13][CH2:12]2)[CH2:6][C:7]=1[OH:8].ClC1C(=O)OC(CCC2CCCCC=2)(C2CCCC2)CC=1O.[Cl:44][C:45]1[CH:57]=[CH:56][C:48]2[N:49]([CH:53]([CH3:55])[CH3:54])[C:50]([SH:52])=[N:51][C:47]=2[CH:46]=1.N1C=CC(C2NC(S)=NN=2)=CC=1, predict the reaction product. The product is: [Cl:44][C:45]1[CH:57]=[CH:56][C:48]2[N:49]([CH:53]([CH3:55])[CH3:54])[C:50]([S:52][C:2]3[C:3](=[O:21])[O:4][C:5]([CH:16]4[CH2:20][CH2:19][CH2:18][CH2:17]4)([CH2:9][CH2:10][CH:11]4[CH2:15][CH2:14][CH2:13][CH2:12]4)[CH2:6][C:7]=3[OH:8])=[N:51][C:47]=2[CH:46]=1. (2) Given the reactants Cl[CH:2]([CH:8]=O)[C:3]([O:5][CH2:6][CH3:7])=[O:4].[CH3:10][O:11][CH2:12][CH2:13][O:14][C:15]1[CH:20]=[CH:19][N:18]=[C:17]([NH2:21])[CH:16]=1, predict the reaction product. The product is: [CH3:10][O:11][CH2:12][CH2:13][O:14][C:15]1[CH:20]=[CH:19][N:18]2[C:2]([C:3]([O:5][CH2:6][CH3:7])=[O:4])=[CH:8][N:21]=[C:17]2[CH:16]=1. (3) Given the reactants [F:1][C:2]1[CH:11]=[CH:10][C:9]([NH:12][C:13]([O:15][CH2:16][CH:17]=[CH2:18])=[O:14])=[CH:8][C:3]=1[C:4]([O:6]C)=O.[Cl:19][C:20]1[N:25]=[C:24]([CH3:26])[CH:23]=[CH:22][N:21]=1, predict the reaction product. The product is: [Cl:19][C:20]1[N:25]=[C:24]([CH2:26][C:4]([C:3]2[CH:8]=[C:9]([NH:12][C:13](=[O:14])[O:15][CH2:16][CH:17]=[CH2:18])[CH:10]=[CH:11][C:2]=2[F:1])=[O:6])[CH:23]=[CH:22][N:21]=1. (4) Given the reactants [Br:1][C:2]1[CH:3]=[C:4](/[C:8](/[CH3:12])=[CH:9]/[CH2:10]O)[CH:5]=[CH:6][CH:7]=1.CC(OI1(OC(C)=O)(OC(C)=O)OC(=O)C2C=CC=CC1=2)=[O:15].C([O-])(O)=O.[Na+].[O-]S([O-])(=S)=O.[Na+].[Na+], predict the reaction product. The product is: [Br:1][C:2]1[CH:3]=[C:4]([C:8](=[CH:9][CH3:10])[CH:12]=[O:15])[CH:5]=[CH:6][CH:7]=1.